From a dataset of Forward reaction prediction with 1.9M reactions from USPTO patents (1976-2016). Predict the product of the given reaction. (1) Given the reactants FC(F)(F)C(O)=O.C([O:15][C:16]1[CH:21]=[CH:20][C:19]([CH:22]([OH:47])[CH2:23][NH:24][C:25]([CH3:46])([CH3:45])[CH2:26][CH2:27][N:28]2[C:33]3[C:34]([O:38][CH3:39])=[CH:35][CH:36]=[CH:37][C:32]=3[C:31]([CH2:42][CH3:43])([CH2:40][CH3:41])[O:30][C:29]2=[O:44])=[CH:18][C:17]=1[NH:48][S:49]([CH3:52])(=[O:51])=[O:50])C1C=CC=CC=1.FC(F)(F)C([O-])=O, predict the reaction product. The product is: [CH2:42]([C:31]1([CH2:40][CH3:41])[O:30][C:29](=[O:44])[N:28]([CH2:27][CH2:26][C:25]([NH:24][CH2:23][CH:22]([C:19]2[CH:20]=[CH:21][C:16]([OH:15])=[C:17]([NH:48][S:49]([CH3:52])(=[O:50])=[O:51])[CH:18]=2)[OH:47])([CH3:45])[CH3:46])[C:33]2[C:34]([O:38][CH3:39])=[CH:35][CH:36]=[CH:37][C:32]1=2)[CH3:43]. (2) Given the reactants [CH2:1]([O:3][C:4](=[O:34])[C:5]([O:23][C:24]1[CH:29]=[CH:28][C:27]([C:30]([F:33])([F:32])[F:31])=[CH:26][CH:25]=1)([CH3:22])[CH:6]([C:8]1[CH:13]=[CH:12][C:11]([O:14][CH2:15][C:16]2[CH:21]=[CH:20][CH:19]=[CH:18][CH:17]=2)=[CH:10][CH:9]=1)O)[CH3:2].B(F)(F)F.CCOCC.C([SiH](CC)CC)C.C([O-])([O-])=O.[Na+].[Na+], predict the reaction product. The product is: [CH2:1]([O:3][C:4](=[O:34])[C:5]([O:23][C:24]1[CH:25]=[CH:26][C:27]([C:30]([F:32])([F:31])[F:33])=[CH:28][CH:29]=1)([CH3:22])[CH2:6][C:8]1[CH:9]=[CH:10][C:11]([O:14][CH2:15][C:16]2[CH:21]=[CH:20][CH:19]=[CH:18][CH:17]=2)=[CH:12][CH:13]=1)[CH3:2]. (3) Given the reactants C(OC1C=CC(N2CCNCC2)=CC=1F)C1C=CC=CC=1.C(Br)CCCCCCC.[F:31][C:32]1[CH:37]=[C:36]([O:38][CH3:39])[C:35]([F:40])=[CH:34][C:33]=1[N:41]1[CH2:46][CH2:45][NH:44][CH2:43][CH2:42]1.Cl[CH2:48][CH2:49][C:50]([C:52]1[CH:57]=[CH:56][CH:55]=[CH:54][CH:53]=1)=[O:51], predict the reaction product. The product is: [F:31][C:32]1[CH:37]=[C:36]([O:38][CH3:39])[C:35]([F:40])=[CH:34][C:33]=1[N:41]1[CH2:46][CH2:45][N:44]([CH2:48][CH2:49][C:50]([C:52]2[CH:57]=[CH:56][CH:55]=[CH:54][CH:53]=2)=[O:51])[CH2:43][CH2:42]1. (4) Given the reactants [F:1][C:2]1[CH:3]=[C:4]([C@@H:9]([CH:17]2[CH2:22][CH2:21][N:20]([S:23]([CH3:26])(=[O:25])=[O:24])[CH2:19][CH2:18]2)CC(OC(C)C)=O)[CH:5]=[C:6]([F:8])[CH:7]=1.CC(C[AlH][CH2:32][CH:33]([CH3:35])[CH3:34])C.Cl.[Na+].[Cl-].[S:39](Cl)([C:42]1[CH:48]=CC(C)=C[CH:43]=1)(=[O:41])=[O:40].Cl.[CH3:51]N(C)C.[CH2:55]([N:57]([CH2:60][CH3:61])[CH2:58][CH3:59])[CH3:56].[Cl-].[K+].C(=O)([O-])[O-].[K+].[K+].[CH2:70]([N:72]([CH:86]1CCNCC1)[C:73](=[O:85])CC1C=CC(S(C)(=O)=O)=CC=1)[CH3:71].C(O)(=O)CCC(O)=O, predict the reaction product. The product is: [F:8][C:6]1[CH:5]=[C:4]([C@@H:9]([CH:17]2[CH2:22][CH2:21][N:20]([S:23]([CH3:26])(=[O:25])=[O:24])[CH2:19][CH2:18]2)[CH2:56][CH2:55][N:57]2[CH2:60][CH2:61][CH:86]([N:72]([CH2:70][CH3:71])[C:73](=[O:85])[CH2:35][C:33]3[CH:32]=[CH:43][C:42]([S:39]([CH3:51])(=[O:40])=[O:41])=[CH:48][CH:34]=3)[CH2:59][CH2:58]2)[CH:3]=[C:2]([F:1])[CH:7]=1. (5) Given the reactants [F:1][C:2]1[CH:15]=[CH:14][CH:13]=[C:12]([F:16])[C:3]=1[C:4]([NH:6][C:7]1[CH:11]=[CH:10][NH:9][N:8]=1)=[O:5].C[Si]([N-][Si](C)(C)C)(C)C.[Li+].Br[CH2:28][C:29]1[CH:34]=[C:33]([O:35][C:36]2[CH:41]=[CH:40][CH:39]=[CH:38][CH:37]=2)[CH:32]=[CH:31][C:30]=1[C:42]([F:45])([F:44])[F:43], predict the reaction product. The product is: [F:1][C:2]1[CH:15]=[CH:14][CH:13]=[C:12]([F:16])[C:3]=1[C:4]([NH:6][C:7]1[CH:11]=[CH:10][N:9]([CH2:28][C:29]2[CH:34]=[C:33]([O:35][C:36]3[CH:41]=[CH:40][CH:39]=[CH:38][CH:37]=3)[CH:32]=[CH:31][C:30]=2[C:42]([F:43])([F:44])[F:45])[N:8]=1)=[O:5].